This data is from Catalyst prediction with 721,799 reactions and 888 catalyst types from USPTO. The task is: Predict which catalyst facilitates the given reaction. (1) Reactant: C(OC([N:8]1[CH2:13][CH2:12][CH:11]([CH2:14][CH2:15][O:16][C:17](=[O:25])[CH2:18][C:19]2[CH:24]=[CH:23][CH:22]=[CH:21][CH:20]=2)[CH2:10][CH2:9]1)=O)(C)(C)C.Cl.CCOCC. Product: [C:19]1([CH2:18][C:17]([O:16][CH2:15][CH2:14][CH:11]2[CH2:12][CH2:13][NH:8][CH2:9][CH2:10]2)=[O:25])[CH:24]=[CH:23][CH:22]=[CH:21][CH:20]=1. The catalyst class is: 5. (2) Reactant: F[C:2](F)(F)[S:3]([O:6]S(C(F)(F)F)(=O)=O)(=[O:5])=[O:4].[Br:16][C:17]1[CH:22]=[CH:21][C:20](O)=[C:19]([CH:24]([CH3:26])[CH3:25])[CH:18]=1.N1C=CC=CC=1.Cl. Product: [CH3:2][S:3]([O:6][C:20]1[CH:21]=[CH:22][C:17]([Br:16])=[CH:18][C:19]=1[CH:24]([CH3:26])[CH3:25])(=[O:5])=[O:4]. The catalyst class is: 124. (3) Reactant: [CH3:1][C:2]1[N:7]=[CH:6][N:5]=[C:4]([NH:8][CH2:9][CH:10]2[CH2:15][CH2:14][NH:13][CH2:12][CH2:11]2)[CH:3]=1.O=C1CCC(=O)N1[O:23][C:24](=O)[O:25][CH2:26][C:27]1[CH:32]=[CH:31][CH:30]=[CH:29][CH:28]=1. Product: [CH2:26]([O:25][C:24]([N:13]1[CH2:14][CH2:15][CH:10]([CH2:9][NH:8][C:4]2[CH:3]=[C:2]([CH3:1])[N:7]=[CH:6][N:5]=2)[CH2:11][CH2:12]1)=[O:23])[C:27]1[CH:32]=[CH:31][CH:30]=[CH:29][CH:28]=1. The catalyst class is: 3. (4) The catalyst class is: 1. Reactant: [Br:1][C:2]1[N:7]=[C:6]2[N:8]([CH2:14][C:15]3[C:20]([F:21])=[CH:19][CH:18]=[C:17]([F:22])[C:16]=3[Cl:23])[C:9](=O)[C:10](=O)[NH:11][C:5]2=[N:4][CH:3]=1.S(C)C. Product: [Br:1][C:2]1[N:7]=[C:6]2[N:8]([CH2:14][C:15]3[C:20]([F:21])=[CH:19][CH:18]=[C:17]([F:22])[C:16]=3[Cl:23])[CH2:9][CH2:10][NH:11][C:5]2=[N:4][CH:3]=1. (5) Reactant: [N:1]1[CH:6]=[CH:5][CH:4]=[N:3][C:2]=1[C:7]1([NH2:10])[CH2:9][CH2:8]1.[I:11][C:12]1[C:13]([CH3:23])=[CH:14][C:15]([O:21][CH3:22])=[C:16]([CH:20]=1)[C:17](O)=[O:18].C(N(CC)C(C)C)(C)C.CN(C(ON1N=NC2C=CC=NC1=2)=[N+](C)C)C.F[P-](F)(F)(F)(F)F. Product: [I:11][C:12]1[C:13]([CH3:23])=[CH:14][C:15]([O:21][CH3:22])=[C:16]([CH:20]=1)[C:17]([NH:10][C:7]1([C:2]2[N:3]=[CH:4][CH:5]=[CH:6][N:1]=2)[CH2:9][CH2:8]1)=[O:18]. The catalyst class is: 39.